This data is from Full USPTO retrosynthesis dataset with 1.9M reactions from patents (1976-2016). The task is: Predict the reactants needed to synthesize the given product. Given the product [Cl:1][C:2]1[CH:10]=[CH:9][C:5]([C:6]([Cl:17])=[O:7])=[CH:4][C:3]=1[S:11](=[O:14])(=[O:13])[NH2:12], predict the reactants needed to synthesize it. The reactants are: [Cl:1][C:2]1[CH:10]=[CH:9][C:5]([C:6](O)=[O:7])=[CH:4][C:3]=1[S:11](=[O:14])(=[O:13])[NH2:12].S(Cl)([Cl:17])=O.